Dataset: Catalyst prediction with 721,799 reactions and 888 catalyst types from USPTO. Task: Predict which catalyst facilitates the given reaction. (1) Reactant: [Cl:1][C:2]1[CH:3]=[C:4]([C:9]2[CH:13]=[C:12]([C:14]3[CH:15]=[N:16][C:17]4[C:22]([CH:23]=3)=[CH:21][CH:20]=[C:19]([O:24][CH3:25])[CH:18]=4)[N:11]([C@H:26]([C:28]3[CH:45]=[CH:44][C:31]([C:32]([NH:34][CH2:35][CH2:36][C:37]([O:39]C(C)(C)C)=[O:38])=[O:33])=[CH:30][CH:29]=3)[CH3:27])[N:10]=2)[CH:5]=[C:6]([Cl:8])[CH:7]=1.C(O)(C(F)(F)F)=O. Product: [Cl:8][C:6]1[CH:5]=[C:4]([C:9]2[CH:13]=[C:12]([C:14]3[CH:15]=[N:16][C:17]4[C:22]([CH:23]=3)=[CH:21][CH:20]=[C:19]([O:24][CH3:25])[CH:18]=4)[N:11]([C@H:26]([C:28]3[CH:29]=[CH:30][C:31]([C:32]([NH:34][CH2:35][CH2:36][C:37]([OH:39])=[O:38])=[O:33])=[CH:44][CH:45]=3)[CH3:27])[N:10]=2)[CH:3]=[C:2]([Cl:1])[CH:7]=1. The catalyst class is: 2. (2) Reactant: [Cl:1][C:2]1[CH:7]=[C:6]([O:8][CH3:9])[CH:5]=[C:4]([O:10]C)[CH:3]=1.B(Br)(Br)Br.C1(C)C=CC=CC=1. Product: [Cl:1][C:2]1[CH:3]=[C:4]([OH:10])[CH:5]=[C:6]([O:8][CH3:9])[CH:7]=1. The catalyst class is: 2. (3) Reactant: [F:1][C:2]([F:14])([F:13])[C:3]1[CH:8]=[CH:7][N:6]=[CH:5][C:4]=1[S:9](Cl)(=[O:11])=[O:10].[NH2:15][CH2:16][C:17]#[N:18]. Product: [C:16]([CH2:17][NH:18][S:9]([C:4]1[CH:5]=[N:6][CH:7]=[CH:8][C:3]=1[C:2]([F:14])([F:13])[F:1])(=[O:11])=[O:10])#[N:15]. The catalyst class is: 393. (4) Reactant: [Cl:1][C:2]1[CH:7]=[CH:6][C:5]([CH:8]2[CH2:13][CH2:12][CH2:11][NH:10][CH2:9]2)=[CH:4][CH:3]=1. Product: [Cl:1][C:2]1[CH:3]=[CH:4][C:5]([C@H:8]2[CH2:13][CH2:12][CH2:11][NH:10][CH2:9]2)=[CH:6][CH:7]=1. The catalyst class is: 14. (5) Reactant: C(=O)([O-])[O-].[K+].[K+].[CH2:7]([C@H:9]1[CH2:14][O:13][CH2:12][CH2:11][N:10]1S(C1C=CC=CC=1[N+]([O-])=O)(=O)=O)[CH3:8].BrC1C=CC(S)=CC=1.[Br:35][C:36]1[CH:44]=[CH:43][C:39]([C:40](O)=[O:41])=[CH:38][CH:37]=1.ON1C2C=CC=CC=2N=N1.Cl.C(N=C=NCCCN(C)C)C.C(=O)([O-])O.[Na+]. Product: [Br:35][C:36]1[CH:44]=[CH:43][C:39]([C:40]([N:10]2[CH2:11][CH2:12][O:13][CH2:14][C@@H:9]2[CH2:7][CH3:8])=[O:41])=[CH:38][CH:37]=1. The catalyst class is: 9. (6) Reactant: [C:1]1([C:7]([C:30]2[CH:35]=[CH:34][CH:33]=[CH:32][CH:31]=2)([C:24]2[CH:29]=[CH:28][CH:27]=[CH:26][CH:25]=2)[N:8]2[CH:12]=[C:11]([CH:13]3[CH:15]([CH3:16])[CH:14]3[C:17](OC(C)(C)C)=[O:18])[N:10]=[CH:9]2)[CH:6]=[CH:5][CH:4]=[CH:3][CH:2]=1.[H-].[H-].[H-].[H-].[Li+].[Al+3].O.[OH-].[Na+]. Product: [C:30]1([C:7]([C:1]2[CH:6]=[CH:5][CH:4]=[CH:3][CH:2]=2)([C:24]2[CH:25]=[CH:26][CH:27]=[CH:28][CH:29]=2)[N:8]2[CH:12]=[C:11]([CH:13]3[CH:15]([CH3:16])[CH:14]3[CH2:17][OH:18])[N:10]=[CH:9]2)[CH:35]=[CH:34][CH:33]=[CH:32][CH:31]=1. The catalyst class is: 1. (7) Reactant: CN(C)S([N:6]1[CH:10]=[CH:9][N:8]=[C:7]1[CH2:11][C:12]1[CH:17]=[CH:16][CH:15]=[CH:14][N:13]=1)(=O)=O.[OH-].[K+]. Product: [N:13]1[CH:14]=[CH:15][CH:16]=[CH:17][C:12]=1[CH2:11][C:7]1[NH:8][CH:9]=[CH:10][N:6]=1. The catalyst class is: 8.